This data is from Forward reaction prediction with 1.9M reactions from USPTO patents (1976-2016). The task is: Predict the product of the given reaction. (1) Given the reactants [O:1]=[C:2]([NH:17][CH:18]1[CH2:22][CH2:21][N:20]([CH:23]2[CH2:28][CH2:27][O:26][CH2:25][CH2:24]2)[CH2:19]1)[CH2:3][NH:4][C:5](=[O:16])[C:6]1[CH:11]=[CH:10][CH:9]=[C:8]([C:12]([F:15])([F:14])[F:13])[CH:7]=1.[CH2:29](N1CCCC(N)C1)C1C=CC=CC=1.C(N1CC[C@@H](N)C1)C1C=CC=CC=1, predict the reaction product. The product is: [O:1]=[C:2]([NH:17][CH:18]1[CH2:22][CH2:21][CH2:29][N:20]([CH:23]2[CH2:24][CH2:25][O:26][CH2:27][CH2:28]2)[CH2:19]1)[CH2:3][NH:4][C:5](=[O:16])[C:6]1[CH:11]=[CH:10][CH:9]=[C:8]([C:12]([F:15])([F:14])[F:13])[CH:7]=1. (2) The product is: [Cl:11][C:12]1[N:17]2[N:18]=[C:19]([C:21]3[O:22][CH:23]=[CH:24][CH:25]=3)[C:20]([CH:3]=[O:4])=[C:16]2[CH:15]=[CH:14][CH:13]=1. Given the reactants CN(C)[CH:3]=[O:4].P(Cl)(Cl)(Cl)=O.[Cl:11][C:12]1[N:17]2[N:18]=[C:19]([C:21]3[O:22][CH:23]=[CH:24][CH:25]=3)[CH:20]=[C:16]2[CH:15]=[CH:14][CH:13]=1.O, predict the reaction product. (3) Given the reactants [NH2:1][C:2]1[C:3]([C:10]([NH2:12])=[O:11])=[N:4][NH:5][C:6]=1[CH:7]([CH3:9])[CH3:8].N[C:14](N)=[O:15].C(O)(=O)C, predict the reaction product. The product is: [OH:15][C:14]1[N:12]=[C:10]([OH:11])[C:3]2[NH:4][N:5]=[C:6]([CH:7]([CH3:9])[CH3:8])[C:2]=2[N:1]=1. (4) The product is: [F:1][C:2]1[CH:11]=[C:10]2[C:5]([C:6]([CH3:13])=[CH:7][C:8](=[O:12])[N:9]2[CH2:30][CH:29]([C@H:31]2[CH2:36][CH2:35][C@H:34]([NH:37][C:38](=[O:44])[O:39][C:40]([CH3:43])([CH3:42])[CH3:41])[CH2:33][CH2:32]2)[NH:28][S:25]([C:20]2[CH:21]=[CH:22][CH:23]=[CH:24][C:19]=2[N+:16]([O-:18])=[O:17])(=[O:26])=[O:27])=[CH:4][CH:3]=1. Given the reactants [F:1][C:2]1[CH:11]=[C:10]2[C:5]([C:6]([CH3:13])=[CH:7][C:8](=[O:12])[NH:9]2)=[CH:4][CH:3]=1.[H-].[Na+].[N+:16]([C:19]1[CH:24]=[CH:23][CH:22]=[CH:21][C:20]=1[S:25]([N:28]1[CH2:30][CH:29]1[C@H:31]1[CH2:36][CH2:35][C@H:34]([NH:37][C:38](=[O:44])[O:39][C:40]([CH3:43])([CH3:42])[CH3:41])[CH2:33][CH2:32]1)(=[O:27])=[O:26])([O-:18])=[O:17], predict the reaction product. (5) Given the reactants [CH3:1][C:2]1[N:7]=[C:6]2[S:8][CH:9]=[CH:10][C:5]2=[C:4]([C:11]2[CH:16]=[CH:15][C:14]([CH3:17])=[CH:13][CH:12]=2)[C:3]=1[CH2:18][C:19]([O:21][CH3:22])=[O:20].[Li+].C[Si]([N-][Si](C)(C)C)(C)C.[CH2:33]1[CH2:37]OC[CH2:34]1.ICCC, predict the reaction product. The product is: [CH3:1][C:2]1[N:7]=[C:6]2[S:8][CH:9]=[CH:10][C:5]2=[C:4]([C:11]2[CH:12]=[CH:13][C:14]([CH3:17])=[CH:15][CH:16]=2)[C:3]=1[CH:18]([CH2:34][CH2:33][CH3:37])[C:19]([O:21][CH3:22])=[O:20]. (6) Given the reactants Cl[C:2]1[C:11]2[C:6](=[CH:7][C:8]([O:14][CH3:15])=[C:9]([O:12][CH3:13])[CH:10]=2)[N:5]=[CH:4][CH:3]=1.[CH2:16]([C:23]1[N:28]=[N:27][C:26]([C:29]2[CH:34]=[CH:33][C:32]([OH:35])=[C:31]([F:36])[CH:30]=2)=[CH:25][CH:24]=1)[C:17]1[CH:22]=[CH:21][CH:20]=[CH:19][CH:18]=1, predict the reaction product. The product is: [CH2:16]([C:23]1[N:28]=[N:27][C:26]([C:29]2[CH:34]=[CH:33][C:32]([O:35][C:2]3[C:11]4[C:6](=[CH:7][C:8]([O:14][CH3:15])=[C:9]([O:12][CH3:13])[CH:10]=4)[N:5]=[CH:4][CH:3]=3)=[C:31]([F:36])[CH:30]=2)=[CH:25][CH:24]=1)[C:17]1[CH:18]=[CH:19][CH:20]=[CH:21][CH:22]=1. (7) Given the reactants [F:1][C:2]1[CH:3]=[C:4]([OH:9])[CH:5]=[CH:6][C:7]=1[F:8].C([O-])([O-])=O.[Cs+].[Cs+].Br[CH:17]([CH3:23])[C:18]([O:20][CH2:21][CH3:22])=[O:19], predict the reaction product. The product is: [CH2:21]([O:20][C:18](=[O:19])[CH:17]([O:9][C:4]1[CH:5]=[CH:6][C:7]([F:8])=[C:2]([F:1])[CH:3]=1)[CH3:23])[CH3:22].